Dataset: Forward reaction prediction with 1.9M reactions from USPTO patents (1976-2016). Task: Predict the product of the given reaction. (1) Given the reactants [CH2:1]([C:3]1[CH:8]=[CH:7][C:6]([CH:9]2[CH2:14][NH:13][CH2:12][CH:11]([C:15]([NH:17][C:18]3[CH:23]=[CH:22][CH:21]=[CH:20][CH:19]=3)=[O:16])[CH2:10]2)=[CH:5][CH:4]=1)[CH3:2].[CH:24]1([N:29]=[C:30]=[O:31])[CH2:28][CH2:27][CH2:26][CH2:25]1, predict the reaction product. The product is: [CH:24]1([NH:29][C:30]([N:13]2[CH2:14][CH:9]([C:6]3[CH:5]=[CH:4][C:3]([CH2:1][CH3:2])=[CH:8][CH:7]=3)[CH2:10][CH:11]([C:15]([NH:17][C:18]3[CH:19]=[CH:20][CH:21]=[CH:22][CH:23]=3)=[O:16])[CH2:12]2)=[O:31])[CH2:28][CH2:27][CH2:26][CH2:25]1. (2) Given the reactants [CH2:1]([O:8][C:9]1[CH:10]=[CH:11][C:12]2[C:13]3[N:21]([NH:22][CH:23]([CH3:25])[CH3:24])[C:20]([CH2:26][O:27][CH2:28][CH3:29])=[N:19][C:14]=3[CH:15]=[N:16][C:17]=2[CH:18]=1)[C:2]1[CH:7]=[CH:6][CH:5]=[CH:4][CH:3]=1.[OH-].[NH4+:31].C1(C)C=CC(S(Cl)(=O)=O)=CC=1, predict the reaction product. The product is: [CH2:1]([O:8][C:9]1[CH:10]=[CH:11][C:12]2[C:13]3[N:21]([NH:22][CH:23]([CH3:25])[CH3:24])[C:20]([CH2:26][O:27][CH2:28][CH3:29])=[N:19][C:14]=3[C:15]([NH2:31])=[N:16][C:17]=2[CH:18]=1)[C:2]1[CH:3]=[CH:4][CH:5]=[CH:6][CH:7]=1.